This data is from Reaction yield outcomes from USPTO patents with 853,638 reactions. The task is: Predict the reaction yield, written as a fraction of the theoretical maximum amount of product (1.0 means a 100% yield; for example, 0.34 means a 34% yield). (1) The reactants are [NH2:1][C:2]1[CH:7]=[C:6]([NH2:8])[C:5]([F:9])=[CH:4][C:3]=1[CH2:10][C:11]([OH:13])=O.[OH-].[Na+]. The catalyst is Cl. The product is [F:9][C:5]1[C:6]([NH2:8])=[CH:7][C:2]2[C:3](=[CH:10][C:11](=[O:13])[N:1]=2)[CH:4]=1. The yield is 0.828. (2) The reactants are [CH3:1][C:2]1([CH3:18])[CH2:7][C:6](=[O:8])[CH:5]=[C:4]([C:9]2[CH:14]=[CH:13][N:12]=[CH:11][C:10]=2[N+:15]([O-:17])=[O:16])[CH2:3]1.[BH4-].[Na+]. The catalyst is CO. The product is [CH3:1][C:2]1([CH3:18])[CH2:7][CH:6]([OH:8])[CH:5]=[C:4]([C:9]2[CH:14]=[CH:13][N:12]=[CH:11][C:10]=2[N+:15]([O-:17])=[O:16])[CH2:3]1. The yield is 0.740. (3) The reactants are [NH2:1][C:2]1[CH:3]=[C:4]([OH:12])[C:5](=[CH:10][CH:11]=1)[C:6]([O:8][CH3:9])=[O:7].[Cl:13][C:14]1[S:18][C:17]([S:19](Cl)(=[O:21])=[O:20])=[CH:16][CH:15]=1. No catalyst specified. The product is [Cl:13][C:14]1[S:18][C:17]([S:19]([NH:1][C:2]2[CH:11]=[CH:10][C:5]([C:6]([O:8][CH3:9])=[O:7])=[C:4]([OH:12])[CH:3]=2)(=[O:21])=[O:20])=[CH:16][CH:15]=1. The yield is 0.760. (4) The reactants are [O:1]=[C:2]1[C:11]2[C:6](=[CH:7][CH:8]=[CH:9][CH:10]=2)[NH:5][C:4]([CH2:12][C:13]#[N:14])=[N:3]1.C(N(CC)CC)C.[Cl:22][C:23]1[CH:31]=[C:30]([Cl:32])[CH:29]=[CH:28][C:24]=1[C:25](Cl)=[O:26]. The catalyst is O1CCOCC1. The product is [CH:9]1[CH:10]=[C:11]2[C:2]([NH:3]/[C:4](/[NH:5][C:6]2=[CH:7][CH:8]=1)=[C:12](/[C:25]([C:24]1[CH:28]=[CH:29][C:30]([Cl:32])=[CH:31][C:23]=1[Cl:22])=[O:26])\[C:13]#[N:14])=[O:1]. The yield is 0.530. (5) The reactants are [Cl:1][C:2]1[N:3]=[C:4]2[CH:12]=[CH:11][N:10]=[CH:9][C:5]2=[N:6][C:7]=1Cl.[C:13]1([S:19]([NH2:22])(=[O:21])=[O:20])[CH:18]=[CH:17][CH:16]=[CH:15][CH:14]=1.C([O-])([O-])=O.[K+].[K+].O. The catalyst is CC(N(C)C)=O. The product is [Cl:1][C:2]1[N:3]=[C:4]2[CH:12]=[CH:11][N:10]=[CH:9][C:5]2=[N:6][C:7]=1[NH:22][S:19]([C:13]1[CH:18]=[CH:17][CH:16]=[CH:15][CH:14]=1)(=[O:21])=[O:20]. The yield is 0.0500. (6) The reactants are Br[CH:2]1[CH2:6][CH:5]([O:7][CH3:8])[CH2:4][C:3]1=[O:9].Cl.[C:11]([C:14]1[C:15]([CH3:25])=[CH:16][C:17]([CH3:24])=[C:18]([CH:23]=1)[C:19]([O:21][CH3:22])=[O:20])(=[NH:13])[NH2:12].C(=O)([O-])[O-].[K+].[K+]. The catalyst is C(#N)C. The product is [OH:9][C:3]12[CH2:4][CH:5]([O:7][CH3:8])[CH2:6][CH:2]1[NH:13][C:11]([C:14]1[C:15]([CH3:25])=[CH:16][C:17]([CH3:24])=[C:18]([CH:23]=1)[C:19]([O:21][CH3:22])=[O:20])=[N:12]2. The yield is 0.270. (7) The reactants are [Cl:1][C:2]1[C:7]([C:8]([OH:10])=[O:9])=[CH:6][N:5]=[CH:4][CH:3]=1.[CH:11]1(N=C=NC2CCCCC2)CCCC[CH2:12]1.CCO. The catalyst is CN(C=O)C.CN(C)C1C=CN=CC=1. The product is [CH2:11]([O:9][C:8](=[O:10])[C:7]1[C:2]([Cl:1])=[CH:3][CH:4]=[N:5][CH:6]=1)[CH3:12]. The yield is 0.510. (8) The reactants are Br[C:2]1[C:13](=[O:14])[N:12]([CH2:15][CH3:16])[C:5]2[N:6]=[C:7]([S:10][CH3:11])[N:8]=[CH:9][C:4]=2[CH:3]=1.[C:17]1(B(O)O)[CH:22]=[CH:21][CH:20]=[CH:19][CH:18]=1.[O-]P([O-])([O-])=O.[K+].[K+].[K+]. The catalyst is C1C=CC([P]([Pd]([P](C2C=CC=CC=2)(C2C=CC=CC=2)C2C=CC=CC=2)([P](C2C=CC=CC=2)(C2C=CC=CC=2)C2C=CC=CC=2)[P](C2C=CC=CC=2)(C2C=CC=CC=2)C2C=CC=CC=2)(C2C=CC=CC=2)C2C=CC=CC=2)=CC=1. The product is [CH2:15]([N:12]1[C:5]2[N:6]=[C:7]([S:10][CH3:11])[N:8]=[CH:9][C:4]=2[CH:3]=[C:2]([C:17]2[CH:22]=[CH:21][CH:20]=[CH:19][CH:18]=2)[C:13]1=[O:14])[CH3:16]. The yield is 0.810.